Predict which catalyst facilitates the given reaction. From a dataset of Catalyst prediction with 721,799 reactions and 888 catalyst types from USPTO. (1) Reactant: [Cl:1][C:2]1[N:7]=[C:6]([NH:8][CH2:9][C:10]([CH3:14])([CH3:13])[CH2:11][NH2:12])[CH:5]=[C:4]([C:15]2[C:23]3[C:18](=[N:19][CH:20]=[CH:21][CH:22]=3)[NH:17][CH:16]=2)[CH:3]=1.C(N([CH2:29][CH3:30])CC)C.C(Cl)CCCCCCCCCCCCCCC.[OH2:48]. Product: [Cl:1][C:2]1[N:7]=[C:6]([NH:8][CH2:9][C:10]([CH3:14])([CH3:13])[CH2:11][NH:12][C:29](=[O:48])[CH3:30])[CH:5]=[C:4]([C:15]2[C:23]3[C:18](=[N:19][CH:20]=[CH:21][CH:22]=3)[NH:17][CH:16]=2)[CH:3]=1. The catalyst class is: 3. (2) The catalyst class is: 3. Product: [C:1]([O:5][C:6](=[O:7])[NH:8][CH2:9][CH2:10][N:11]1[C:15]2[CH:16]=[CH:17][C:18]([C:20](=[O:21])[NH:41][CH3:40])=[CH:19][C:14]=2[N:13]=[C:12]1[NH:23][C:24]1[S:25][C:26]2[CH:32]=[C:31]([O:33][C:34]([F:35])([F:36])[F:37])[CH:30]=[CH:29][C:27]=2[N:28]=1)([CH3:2])([CH3:4])[CH3:3]. Reactant: [C:1]([O:5][C:6]([NH:8][CH2:9][CH2:10][N:11]1[C:15]2[CH:16]=[CH:17][C:18]([C:20](O)=[O:21])=[CH:19][C:14]=2[N:13]=[C:12]1[NH:23][C:24]1[S:25][C:26]2[CH:32]=[C:31]([O:33][C:34]([F:37])([F:36])[F:35])[CH:30]=[CH:29][C:27]=2[N:28]=1)=[O:7])([CH3:4])([CH3:3])[CH3:2].CN.[CH3:40][N:41](C(ON1N=NC2C=CC=CC1=2)=[N+](C)C)C.F[P-](F)(F)(F)(F)F.CCN(C(C)C)C(C)C. (3) Reactant: Br[C:2]1[S:3][CH:4]=[C:5]([C:7]2[CH:12]=[CH:11][C:10]([NH:13][S:14]([C:17]([F:20])([F:19])[F:18])(=[O:16])=[O:15])=[CH:9][C:8]=2[Cl:21])[N:6]=1.[F:22][C:23]1[CH:24]=[CH:25][C:26](B2OC(C)(C)C(C)(C)O2)=[C:27]([CH2:29][N:30]2[CH2:34][CH2:33][CH2:32][CH2:31]2)[CH:28]=1.C(=O)([O-])[O-].[Na+].[Na+].CN(C)C=O. Product: [Cl:21][C:8]1[CH:9]=[C:10]([NH:13][S:14]([C:17]([F:20])([F:19])[F:18])(=[O:16])=[O:15])[CH:11]=[CH:12][C:7]=1[C:5]1[N:6]=[C:2]([C:26]2[CH:25]=[CH:24][C:23]([F:22])=[CH:28][C:27]=2[CH2:29][N:30]2[CH2:31][CH2:32][CH2:33][CH2:34]2)[S:3][CH:4]=1. The catalyst class is: 103. (4) Reactant: [N:1]1[CH:6]=[CH:5][CH:4]=[CH:3][C:2]=1[CH2:7][NH:8][C:9](=[O:23])[C:10]1[CH:15]=[CH:14][C:13]([NH:16][C:17](=O)[CH3:18])=[C:12]([N+:20]([O-])=O)[CH:11]=1.C(O)(=O)C. Product: [CH3:18][C:17]1[NH:20][C:12]2[CH:11]=[C:10]([C:9](=[O:23])[NH:8][CH2:7][C:2]3[CH:3]=[CH:4][CH:5]=[CH:6][N:1]=3)[CH:15]=[CH:14][C:13]=2[N:16]=1. The catalyst class is: 63. (5) Reactant: [CH3:1][O:2][C:3]1[CH:4]=[C:5]2[C:10](=[CH:11][C:12]=1[O:13][CH3:14])[N:9]=[CH:8][N:7]=[C:6]2[O:15][C:16]1[CH:22]=[CH:21][C:19]([NH2:20])=[CH:18][CH:17]=1.C1(C)C=CC=CC=1.C(N(CC)CC)C.Cl[C:38](Cl)([O:40]C(=O)OC(Cl)(Cl)Cl)Cl.[Br:49][C:50]1[CH:51]=[C:52]([CH:56]=[CH:57][CH:58]=1)[CH:53]([OH:55])[CH3:54]. Product: [CH3:1][O:2][C:3]1[CH:4]=[C:5]2[C:10](=[CH:11][C:12]=1[O:13][CH3:14])[N:9]=[CH:8][N:7]=[C:6]2[O:15][C:16]1[CH:22]=[CH:21][C:19]([NH:20][C:38](=[O:40])[O:55][CH:53]([C:52]2[CH:56]=[CH:57][CH:58]=[C:50]([Br:49])[CH:51]=2)[CH3:54])=[CH:18][CH:17]=1. The catalyst class is: 2. (6) Product: [F:36][C:35]1[CH:34]=[C:33]2[C:28]([N:29]=[CH:30][CH:31]=[N:32]2)=[CH:27][C:26]=1[C:14]1[C:15]([CH3:25])=[N:16][N:17]([C:18]2[CH:23]=[CH:22][CH:21]=[CH:20][C:19]=2[CH3:24])[C:13]=1[NH:12][C:5]1[CH:6]=[CH:7][C:8]([O:10][CH3:11])=[CH:9][C:4]=1[C:3]([OH:37])=[O:2]. Reactant: C[O:2][C:3](=[O:37])[C:4]1[CH:9]=[C:8]([O:10][CH3:11])[CH:7]=[CH:6][C:5]=1[NH:12][C:13]1[N:17]([C:18]2[CH:23]=[CH:22][CH:21]=[CH:20][C:19]=2[CH3:24])[N:16]=[C:15]([CH3:25])[C:14]=1[C:26]1[CH:27]=[C:28]2[C:33](=[CH:34][C:35]=1[F:36])[N:32]=[CH:31][CH:30]=[N:29]2.[OH-].[Na+].Cl. The catalyst class is: 38. (7) Reactant: [NH2:1][C:2]1[N:7]=[C:6]([C:8]([O:10][CH3:11])=[O:9])[CH:5]=[CH:4][C:3]=1/[CH:12]=[CH:13]/[C:14]([O:16][CH2:17][CH3:18])=[O:15]. The catalyst class is: 19. Product: [NH2:1][C:2]1[N:7]=[C:6]([C:8]([O:10][CH3:11])=[O:9])[CH:5]=[CH:4][C:3]=1[CH2:12][CH2:13][C:14]([O:16][CH2:17][CH3:18])=[O:15]. (8) Reactant: Cl[C:2]1[C:11]2[CH2:10][CH2:9][CH2:8][CH2:7][C:6]=2[N:5]=[C:4]([NH2:12])[N:3]=1.[CH3:13][N:14]1[CH2:19][CH2:18][NH:17][CH2:16][CH2:15]1.CCN(CC)CC. Product: [CH3:13][N:14]1[CH2:19][CH2:18][N:17]([C:2]2[C:11]3[CH2:10][CH2:9][CH2:8][CH2:7][C:6]=3[N:5]=[C:4]([NH2:12])[N:3]=2)[CH2:16][CH2:15]1. The catalyst class is: 14. (9) Reactant: [CH2:1]([O:8][C:9](=O)O)[C:2]1[CH:7]=[CH:6][CH:5]=[CH:4][CH:3]=1.C(Cl)(=O)[C:13]([Cl:15])=[O:14]. Product: [CH2:1]([O:8][CH2:9][C:13]([Cl:15])=[O:14])[C:2]1[CH:3]=[CH:4][CH:5]=[CH:6][CH:7]=1. The catalyst class is: 59. (10) Reactant: [Cl:1][C:2]1[C:7]([C:8]([O:10][CH2:11][CH3:12])=[O:9])=[CH:6][N:5]=[C:4](Cl)[CH:3]=1.[F:14][C:15]1[CH:16]=[C:17]([Mg]Br)[CH:18]=[CH:19][CH:20]=1. Product: [Cl:1][C:2]1[C:7]([C:8]([O:10][CH2:11][CH3:12])=[O:9])=[CH:6][N:5]=[C:4]([C:19]2[CH:18]=[CH:17][CH:16]=[C:15]([F:14])[CH:20]=2)[CH:3]=1. The catalyst class is: 1.